Dataset: Catalyst prediction with 721,799 reactions and 888 catalyst types from USPTO. Task: Predict which catalyst facilitates the given reaction. (1) Reactant: Cl[C:2]1[N:7]=[CH:6][C:5]([O:8][C:9]2[CH:10]=[C:11]([N:15]([CH3:17])[CH3:16])[CH:12]=[CH:13][CH:14]=2)=[CH:4][CH:3]=1.[F:18][C:19]1[CH:25]=[C:24]([F:26])[C:23]([O:27][CH3:28])=[CH:22][C:20]=1[NH2:21].C1(P(C2C=CC=CC=2)C2C3OC4C(=CC=CC=4P(C4C=CC=CC=4)C4C=CC=CC=4)C(C)(C)C=3C=CC=2)C=CC=CC=1.C(=O)([O-])[O-].[Cs+].[Cs+]. Product: [F:18][C:19]1[CH:25]=[C:24]([F:26])[C:23]([O:27][CH3:28])=[CH:22][C:20]=1[NH:21][C:2]1[CH:3]=[CH:4][C:5]([O:8][C:9]2[CH:14]=[CH:13][CH:12]=[C:11]([N:15]([CH3:17])[CH3:16])[CH:10]=2)=[CH:6][N:7]=1. The catalyst class is: 155. (2) Reactant: C1(S([CH:10]2[CH:16]=[C:15]([S:17][C:18]3[CH:23]=[CH:22][CH:21]=[CH:20][CH:19]=3)[CH2:14][CH2:13][C@@H:12]([O:24][Si](C)(C)C)[C@H:11]2[CH3:29])(=O)=O)C=CC=CC=1.CCN(CC)CC.[Si](OS(C(F)(F)F)(=O)=O)(C)(C)C.CO. Product: [CH3:29][C@H:11]1[CH:10]=[CH:16][C:15]([S:17][C:18]2[CH:19]=[CH:20][CH:21]=[CH:22][CH:23]=2)=[CH:14][CH2:13][C@H:12]1[OH:24]. The catalyst class is: 91. (3) Reactant: [CH3:1][O:2][C:3]1[CH:4]=[C:5]([OH:9])[CH:6]=[CH:7][CH:8]=1.C([O-])([O-])=O.[Cs+].[Cs+].Br[CH:17]([CH3:23])[C:18]([O:20][CH2:21][CH3:22])=[O:19]. Product: [CH2:21]([O:20][C:18](=[O:19])[CH:17]([O:9][C:5]1[CH:6]=[CH:7][CH:8]=[C:3]([O:2][CH3:1])[CH:4]=1)[CH3:23])[CH3:22]. The catalyst class is: 3.